Dataset: Reaction yield outcomes from USPTO patents with 853,638 reactions. Task: Predict the reaction yield, written as a fraction of the theoretical maximum amount of product (1.0 means a 100% yield; for example, 0.34 means a 34% yield). (1) The reactants are [C:1]([N:4]1[CH2:9][CH2:8][N:7]([CH2:10][CH2:11][CH2:12][O:13][C:14]2[CH:19]=[CH:18][C:17]([CH:20]3[CH2:25][CH2:24][N:23]([C:26]4[CH:27]=[CH:28][C:29]5[N:30]([C:32]([C:35]([F:38])([F:37])[F:36])=[N:33][N:34]=5)[N:31]=4)[CH2:22][CH2:21]3)=[CH:16][CH:15]=2)[CH2:6][CH2:5]1)(=[O:3])[CH3:2].C([O-])=O.[NH4+]. The catalyst is [Pd].C(O)C.C(Cl)Cl. The product is [C:1]([N:4]1[CH2:5][CH2:6][N:7]([CH2:10][CH2:11][CH2:12][O:13][C:14]2[CH:15]=[CH:16][C:17]([CH:20]3[CH2:21][CH2:22][N:23]([C:26]4[CH2:27][CH2:28][C:29]5[N:30]([C:32]([C:35]([F:36])([F:37])[F:38])=[N:33][N:34]=5)[N:31]=4)[CH2:24][CH2:25]3)=[CH:18][CH:19]=2)[CH2:8][CH2:9]1)(=[O:3])[CH3:2]. The yield is 0.714. (2) The reactants are [I:1][C:2]1[CH:7]=[CH:6][C:5]([OH:8])=[CH:4][CH:3]=1.C(=O)([O-])[O-].[Cs+].[Cs+].Br[CH2:16][CH2:17][Cl:18]. The catalyst is C(#N)C. The yield is 0.680. The product is [Cl:18][CH2:17][CH2:16][O:8][C:5]1[CH:6]=[CH:7][C:2]([I:1])=[CH:3][CH:4]=1. (3) The reactants are [C:1]([O:5][C:6]([N:8]1[CH2:13][CH2:12][N:11]([C:14]2[CH:23]=[C:22]3[C:17]([CH:18]=[C:19]([C:24]([O:26]CC)=[O:25])[CH:20]=[N:21]3)=[CH:16][CH:15]=2)[CH2:10][CH2:9]1)=[O:7])([CH3:4])([CH3:3])[CH3:2].[OH-].[Na+]. The catalyst is CCO.C1COCC1. The product is [C:1]([O:5][C:6]([N:8]1[CH2:9][CH2:10][N:11]([C:14]2[CH:23]=[C:22]3[C:17]([CH:18]=[C:19]([C:24]([OH:26])=[O:25])[CH:20]=[N:21]3)=[CH:16][CH:15]=2)[CH2:12][CH2:13]1)=[O:7])([CH3:4])([CH3:2])[CH3:3]. The yield is 0.800. (4) The reactants are [F:1][CH:2]([F:30])[C:3]1[C:11]2[C:6](=[CH:7][C:8]([Cl:12])=[CH:9][CH:10]=2)[N:5]([S:13]([C:16]2[CH:21]=[CH:20][C:19]([O:22][CH3:23])=[C:18]([N:24]3[CH2:29][CH2:28][NH:27][CH2:26][CH2:25]3)[CH:17]=2)(=[O:15])=[O:14])[CH:4]=1.C([BH3-])#N.[Na+].[CH:35](=O)[C:36]([CH3:39])([CH3:38])[CH3:37]. The catalyst is CO. The product is [Cl:12][C:8]1[CH:7]=[C:6]2[C:11]([C:3]([CH:2]([F:1])[F:30])=[CH:4][N:5]2[S:13]([C:16]2[CH:21]=[CH:20][C:19]([O:22][CH3:23])=[C:18]([N:24]3[CH2:29][CH2:28][N:27]([CH2:35][C:36]([CH3:39])([CH3:38])[CH3:37])[CH2:26][CH2:25]3)[CH:17]=2)(=[O:15])=[O:14])=[CH:10][CH:9]=1. The yield is 0.702. (5) The yield is 0.740. The reactants are CC1(C)C(C)(C)OB([C:9]2[CH:14]=[CH:13][C:12]([C@@H:15]([CH3:24])[CH2:16][NH:17][S:18]([CH:21]([CH3:23])[CH3:22])(=[O:20])=[O:19])=[CH:11][CH:10]=2)O1.[C:26]([C:28]1[CH:29]=[C:30]([CH:36]=[CH:37][C:38]=1OS(C(F)(F)F)(=O)=O)[C:31]([O:33][CH2:34][CH3:35])=[O:32])#[N:27].C(Cl)Cl.CC([O-])=O.[K+]. The catalyst is COCCOC.C1C=CC(P(C2C=CC=CC=2)[C-]2C=CC=C2)=CC=1.C1C=CC(P(C2C=CC=CC=2)[C-]2C=CC=C2)=CC=1.Cl[Pd]Cl.[Fe+2].O.CCO. The product is [C:26]([C:28]1[CH:29]=[C:30]([C:31]([O:33][CH2:34][CH3:35])=[O:32])[CH:36]=[CH:37][C:38]=1[C:9]1[CH:10]=[CH:11][C:12]([C@H:15]([CH3:24])[CH2:16][NH:17][S:18]([CH:21]([CH3:22])[CH3:23])(=[O:19])=[O:20])=[CH:13][CH:14]=1)#[N:27]. (6) The catalyst is Cl.CCO.CN(C=O)C. The yield is 0.710. The product is [CH3:1][O:2][C:3]([NH:5][C@@H:6]([C@H:7]([CH3:8])[CH2:9][CH3:10])[C:11]([N:13]1[CH2:17][C@@H:16]([CH3:18])[CH2:15][C@H:14]1[C:19]1[NH:20][C:21]([C:24]2[CH:29]=[C:28]3[CH2:30][O:31][C:34]4[CH:35]=[C:58]5[C:59]([CH:36]=[CH:37][C:38]6[N:42]=[C:41]([C@@H:43]7[CH2:47][C@H:46]([CH2:48][O:49][CH3:50])[CH2:45][N:44]7[C:51](=[O:52])[C@@H:65]([NH:64][C:62](=[O:63])[O:61][CH3:60])[CH:69]([CH3:71])[CH3:70])[NH:40][C:39]=65)=[CH:32][C:33]=4[C:27]3=[CH:26][CH:25]=2)=[CH:22][N:23]=1)=[O:12])=[O:4]. The reactants are [CH3:1][O:2][C:3]([NH:5][C@H:6]([C:11]([N:13]1[CH2:17][C@@H:16]([CH3:18])[CH2:15][C@H:14]1[C:19]1[NH:20][C:21]([C:24]2[CH:29]=[C:28]3[CH2:30][O:31][C:32]4[CH:59]=[C:58]5[C:35]([CH:36]=[CH:37][C:38]6[N:42]=[C:41]([C@@H:43]7[CH2:47][C@H:46]([CH2:48][O:49][CH3:50])[CH2:45][N:44]7[C:51](OC(C)(C)C)=[O:52])[NH:40][C:39]=65)=[CH:34][C:33]=4[C:27]3=[CH:26][CH:25]=2)=[CH:22][N:23]=1)=[O:12])[C@@H:7]([CH2:9][CH3:10])[CH3:8])=[O:4].[CH3:60][O:61][C:62]([NH:64][C@@H:65]([CH:69]([CH3:71])[CH3:70])C(O)=O)=[O:63].CN(C(ON1N=NC2C=CC=NC1=2)=[N+](C)C)C.F[P-](F)(F)(F)(F)F.CN1CCOCC1.